From a dataset of Catalyst prediction with 721,799 reactions and 888 catalyst types from USPTO. Predict which catalyst facilitates the given reaction. (1) Reactant: [F:1][C:2]([F:28])([O:7][C:8]1[CH:27]=[CH:26][C:11]([O:12][CH:13]2[CH2:18][CH2:17][N:16](C(OC(C)(C)C)=O)[CH2:15][CH2:14]2)=[CH:10][CH:9]=1)[C:3]([F:6])([F:5])[F:4].[ClH:29]. Product: [ClH:29].[F:28][C:2]([F:1])([O:7][C:8]1[CH:9]=[CH:10][C:11]([O:12][CH:13]2[CH2:18][CH2:17][NH:16][CH2:15][CH2:14]2)=[CH:26][CH:27]=1)[C:3]([F:6])([F:5])[F:4]. The catalyst class is: 12. (2) Reactant: [NH2:1][C:2]1[C:7]([Br:8])=[CH:6][C:5]([CH3:9])=[CH:4][N:3]=1.[C:10]1(=O)[CH2:15][CH2:14][CH2:13][C:12](=[O:16])[CH2:11]1.O.C1(C)C=CC(S(O)(=O)=O)=CC=1.C(=O)(O)[O-].[Na+]. Product: [Br:8][C:7]1[C:2]([NH:1][C:10]2[CH2:15][CH2:14][CH2:13][C:12](=[O:16])[CH:11]=2)=[N:3][CH:4]=[C:5]([CH3:9])[CH:6]=1. The catalyst class is: 11.